Task: Predict hERG channel inhibition at various concentrations.. Dataset: hERG Central: cardiac toxicity at 1µM, 10µM, and general inhibition The compound is COc1ccc(C(=O)/C=C/c2cc(OC)c(O)c(OC)c2)c(F)c1. Results: hERG_inhib (hERG inhibition (general)): blocker.